From a dataset of Full USPTO retrosynthesis dataset with 1.9M reactions from patents (1976-2016). Predict the reactants needed to synthesize the given product. (1) Given the product [Br:1][C:2]1[N:6]2[CH:7]=[CH:8][N:9]=[C:10]([NH:20][CH2:19][CH2:18][N:12]3[CH2:17][CH2:16][O:15][CH2:14][CH2:13]3)[C:5]2=[N:4][CH:3]=1, predict the reactants needed to synthesize it. The reactants are: [Br:1][C:2]1[N:6]2[C:7](Br)=[CH:8][N:9]=[CH:10][C:5]2=[N:4][CH:3]=1.[N:12]1([CH2:18][CH2:19][NH2:20])[CH2:17][CH2:16][O:15][CH2:14][CH2:13]1.C(N(C(C)C)CC)(C)C. (2) Given the product [F:20][C:19]1[CH:18]=[C:17]([C:21]2[O:22][CH:23]=[CH:24][CH:25]=2)[CH:16]=[C:15]([F:26])[C:14]=1[CH:10]([O:11][CH2:12][CH3:13])[C:9]([NH:8][CH2:7][C:6]1[CH:5]=[CH:4][C:3]([C:1](=[NH:2])[NH:31][OH:32])=[CH:29][CH:28]=1)=[O:27], predict the reactants needed to synthesize it. The reactants are: [C:1]([C:3]1[CH:29]=[CH:28][C:6]([CH2:7][NH:8][C:9](=[O:27])[CH:10]([C:14]2[C:19]([F:20])=[CH:18][C:17]([C:21]3[O:22][CH:23]=[CH:24][CH:25]=3)=[CH:16][C:15]=2[F:26])[O:11][CH2:12][CH3:13])=[CH:5][CH:4]=1)#[N:2].Cl.[NH2:31][OH:32]. (3) Given the product [Br:11][CH2:7][C:6]1[N:2]([CH3:1])[N:3]=[CH:4][C:5]=1[CH:8]=[O:10], predict the reactants needed to synthesize it. The reactants are: [CH3:1][N:2]1[C:6]([CH3:7])=[C:5]([C:8](=[O:10])C)[CH:4]=[N:3]1.[Br:11]N1C(=O)CCC1=O.